From a dataset of Catalyst prediction with 721,799 reactions and 888 catalyst types from USPTO. Predict which catalyst facilitates the given reaction. (1) Reactant: [Cl-].[Al+3].[Cl-].[Cl-].ClCCl.[Br:8][C:9]1[CH:10]=[CH:11][C:12]2[O:16][CH2:15][C:14]([CH3:18])([CH3:17])[C:13]=2[CH:19]=1.[C:20](Cl)(=[O:27])[C:21]1[CH:26]=[CH:25][CH:24]=[CH:23][CH:22]=1. Product: [C:20]([C:11]1[C:12]2[O:16][CH2:15][C:14]([CH3:17])([CH3:18])[C:13]=2[CH:19]=[C:9]([Br:8])[CH:10]=1)(=[O:27])[C:21]1[CH:26]=[CH:25][CH:24]=[CH:23][CH:22]=1. The catalyst class is: 195. (2) Reactant: [F:1][C:2]1[CH:25]=[CH:24][C:5]([CH2:6][O:7][C:8]2[CH:13]=[CH:12][N:11]([C:14]3[CH:19]=[CH:18][C:17]([OH:20])=[C:16]([O:21][CH3:22])[CH:15]=3)[C:10](=[O:23])[CH:9]=2)=[CH:4][CH:3]=1.C([O-])([O-])=O.[K+].[K+].[CH3:32][C:33]1([CH3:36])[CH2:35][O:34]1.C(O)(C(F)(F)F)=O. Product: [F:1][C:2]1[CH:3]=[CH:4][C:5]([CH2:6][O:7][C:8]2[CH:13]=[CH:12][N:11]([C:14]3[CH:19]=[CH:18][C:17]([O:20][CH2:32][C:33]([OH:34])([CH3:36])[CH3:35])=[C:16]([O:21][CH3:22])[CH:15]=3)[C:10](=[O:23])[CH:9]=2)=[CH:24][CH:25]=1. The catalyst class is: 47. (3) Reactant: [OH:1][C:2]1([CH2:15][NH:16][C:17]2([CH3:20])[CH2:19][CH2:18]2)[CH2:7][CH2:6][N:5]([C:8]([O:10][C:11]([CH3:14])([CH3:13])[CH3:12])=[O:9])[CH2:4][CH2:3]1.[Cl:21][CH2:22][C:23](Cl)=[O:24].CCN(C(C)C)C(C)C. Product: [Cl:21][CH2:22][C:23]([N:16]([CH2:15][C:2]1([OH:1])[CH2:3][CH2:4][N:5]([C:8]([O:10][C:11]([CH3:14])([CH3:13])[CH3:12])=[O:9])[CH2:6][CH2:7]1)[C:17]1([CH3:20])[CH2:19][CH2:18]1)=[O:24]. The catalyst class is: 2. (4) Reactant: [CH3:1][N:2]1[CH:6]=[C:5]([NH2:7])[CH:4]=[N:3]1.N1(/[C:13](/[NH:22][C:23](=[O:29])[O:24][C:25]([CH3:28])([CH3:27])[CH3:26])=[N:14]\[C:15](=[O:21])[O:16][C:17]([CH3:20])([CH3:19])[CH3:18])C=CC=N1. Product: [CH3:1][N:2]1[CH:6]=[C:5]([NH:7]/[C:13](/[NH:22][C:23](=[O:29])[O:24][C:25]([CH3:28])([CH3:27])[CH3:26])=[N:14]\[C:15](=[O:21])[O:16][C:17]([CH3:20])([CH3:19])[CH3:18])[CH:4]=[N:3]1. The catalyst class is: 23. (5) Reactant: [OH:1][C:2]1[CH:7]=[CH:6][C:5]([CH2:8][C:9]([NH2:11])=[O:10])=[CH:4][C:3]=1[CH3:12].Br[CH2:14][C:15]([C:17]1[CH:22]=[CH:21][CH:20]=[CH:19][CH:18]=1)=[O:16].C(=O)([O-])[O-].[K+].[K+]. Product: [CH3:12][C:3]1[CH:4]=[C:5]([CH2:8][C:9]([NH2:11])=[O:10])[CH:6]=[CH:7][C:2]=1[O:1][CH2:14][C:15](=[O:16])[C:17]1[CH:22]=[CH:21][CH:20]=[CH:19][CH:18]=1. The catalyst class is: 10. (6) Reactant: [NH2:1][C:2]1[C:3]([C:15]([NH2:17])=[O:16])=[N:4][C:5]([C:8]2[CH:13]=[CH:12][C:11]([F:14])=[CH:10][CH:9]=2)=[CH:6][CH:7]=1.Cl[C:19](Cl)([O:21]C(=O)OC(Cl)(Cl)Cl)Cl. Product: [OH:21][C:19]1[N:17]=[C:15]([OH:16])[C:3]2[N:4]=[C:5]([C:8]3[CH:9]=[CH:10][C:11]([F:14])=[CH:12][CH:13]=3)[CH:6]=[CH:7][C:2]=2[N:1]=1. The catalyst class is: 12. (7) Reactant: [CH3:1][C:2]1([CH3:17])[O:6][C@@H:5]([C:7](Cl)=[N:8]OS(C)(=O)=O)[C:4]([CH3:16])([CH3:15])[O:3]1.[S-:18][C:19]#[N:20].[Na+].N1C=CC=CC=1.[N:28]1[CH:33]=[CH:32][CH:31]=[CH:30][C:29]=1[S:34][C:35]1[CH:36]=[C:37]([O:42][C:43]2[C:44]([CH3:50])=[N:45][N:46]([CH3:49])[C:47]=2[CH3:48])[C:38]([NH2:41])=[N:39][CH:40]=1. Product: [N:28]1[CH:33]=[CH:32][CH:31]=[CH:30][C:29]=1[S:34][C:35]1[CH:36]=[C:37]([O:42][C:43]2[C:44]([CH3:50])=[N:45][N:46]([CH3:49])[C:47]=2[CH3:48])[C:38]([NH:41][C:19]2[S:18][N:8]=[C:7]([C@H:5]3[C:4]([CH3:15])([CH3:16])[O:3][C:2]([CH3:1])([CH3:17])[O:6]3)[N:20]=2)=[N:39][CH:40]=1. The catalyst class is: 192. (8) Reactant: [NH2:1][CH2:2][CH2:3][CH2:4][C@@H:5]([CH2:9][C:10]1[N:11]=[CH:12][N:13]2[C:22]3[C:17](=[CH:18][CH:19]=[CH:20][CH:21]=3)[CH2:16][CH2:15][C:14]=12)[C:6]([OH:8])=[O:7].[C:23](=O)([O:27]C1C=CC([N+]([O-])=O)=CC=1)[O:24][CH2:25][CH3:26].C1(C)C=CC=CC=1. Product: [CH:12]1[N:13]2[C:22]3[C:17]([CH2:16][CH2:15][C:14]2=[C:10]([CH2:9][C@H:5]([CH2:4][CH2:3][CH2:2][NH:1][C:23]([O:24][CH2:25][CH3:26])=[O:27])[C:6]([OH:8])=[O:7])[N:11]=1)=[CH:18][CH:19]=[CH:20][CH:21]=3. The catalyst class is: 9.